This data is from Reaction yield outcomes from USPTO patents with 853,638 reactions. The task is: Predict the reaction yield, written as a fraction of the theoretical maximum amount of product (1.0 means a 100% yield; for example, 0.34 means a 34% yield). (1) The reactants are [CH3:1][N:2]1[CH2:7][CH2:6][C:5](=[O:8])[CH2:4][CH2:3]1.[N:9]1[CH:14]=[CH:13][C:12](C=O)=[CH:11][CH:10]=1.[OH-].[Na+]. The catalyst is [Cl-].C([N+](C)(C)C)CCCCCCCCCCCCCCC.[Cl-].[Na+].O. The product is [N:2]1[CH:3]=[CH:4][C:5](=[C:4]2[C:5](=[O:8])[C:6](=[C:12]3[CH:11]=[CH:10][N:9]=[CH:14][CH2:13]3)[CH2:7][N:2]([CH3:1])[CH2:3]2)[CH2:6][CH:7]=1. The yield is 0.840. (2) The reactants are Br[C:2]1[CH:14]=[C:13]([CH:15]=[CH2:16])[CH:12]=[CH:11][C:3]=1[C:4]([O:6][C:7]([CH3:10])([CH3:9])[CH3:8])=[O:5].[Cu][C:18]#[N:19]. The catalyst is CN(C=O)C.O. The product is [C:18]([C:2]1[CH:14]=[C:13]([CH:15]=[CH2:16])[CH:12]=[CH:11][C:3]=1[C:4]([O:6][C:7]([CH3:10])([CH3:9])[CH3:8])=[O:5])#[N:19]. The yield is 0.720. (3) The reactants are [CH:1]([C:4]1[CH:9]=[CH:8][CH:7]=[CH:6][C:5]=1[NH:10][C:11]([NH:13]/[N:14]=[CH:15]/[C:16]1[CH:21]=[CH:20][C:19]([C:22]2[N:26]=[CH:25][N:24]([C:27]3[CH:32]=[CH:31][C:30]([O:33][C:34]([F:37])([F:36])[F:35])=[CH:29][CH:28]=3)[N:23]=2)=[CH:18][CH:17]=1)=[S:12])([CH3:3])[CH3:2].Cl[CH2:39][C:40](=[O:42])[CH3:41].C(N(CC)CC)C.O. The catalyst is CC(=O)CC. The product is [CH:1]([C:4]1[CH:9]=[CH:8][CH:7]=[CH:6][C:5]=1[N:10]1[C:40]([CH3:41])([OH:42])[CH2:39][S:12]/[C:11]/1=[N:13]/[N:14]=[CH:15]\[C:16]1[CH:17]=[CH:18][C:19]([C:22]2[N:26]=[CH:25][N:24]([C:27]3[CH:28]=[CH:29][C:30]([O:33][C:34]([F:37])([F:35])[F:36])=[CH:31][CH:32]=3)[N:23]=2)=[CH:20][CH:21]=1)([CH3:3])[CH3:2]. The yield is 0.790. (4) The reactants are [OH-].[K+].[CH3:3][O:4][C:5](=[O:31])[CH:6]([NH:15][C:16]1[CH:21]=[CH:20][CH:19]=[CH:18][C:17]=1[C:22](=[O:30])[C:23]1[CH:28]=[CH:27][CH:26]=[CH:25][C:24]=1[CH3:29])[CH2:7][C:8]1[CH:13]=[CH:12][C:11]([OH:14])=[CH:10][CH:9]=1.[Br:32][CH2:33][CH2:34]Br. The catalyst is C(O)C. The product is [CH3:3][O:4][C:5](=[O:31])[CH:6]([NH:15][C:16]1[CH:21]=[CH:20][CH:19]=[CH:18][C:17]=1[C:22](=[O:30])[C:23]1[CH:28]=[CH:27][CH:26]=[CH:25][C:24]=1[CH3:29])[CH2:7][C:8]1[CH:9]=[CH:10][C:11]([O:14][CH2:34][CH2:33][Br:32])=[CH:12][CH:13]=1. The yield is 0.570.